This data is from NCI-60 drug combinations with 297,098 pairs across 59 cell lines. The task is: Regression. Given two drug SMILES strings and cell line genomic features, predict the synergy score measuring deviation from expected non-interaction effect. (1) Drug 1: CCCCCOC(=O)NC1=NC(=O)N(C=C1F)C2C(C(C(O2)C)O)O. Drug 2: N.N.Cl[Pt+2]Cl. Cell line: OVCAR-5. Synergy scores: CSS=47.8, Synergy_ZIP=-0.677, Synergy_Bliss=-0.412, Synergy_Loewe=-2.20, Synergy_HSA=4.21. (2) Drug 1: C1CCN(CC1)CCOC2=CC=C(C=C2)C(=O)C3=C(SC4=C3C=CC(=C4)O)C5=CC=C(C=C5)O. Drug 2: C1C(C(OC1N2C=C(C(=O)NC2=O)F)CO)O. Cell line: KM12. Synergy scores: CSS=22.3, Synergy_ZIP=3.90, Synergy_Bliss=2.92, Synergy_Loewe=-4.64, Synergy_HSA=-0.959. (3) Cell line: MDA-MB-231. Drug 1: C1CCC(CC1)NC(=O)N(CCCl)N=O. Drug 2: C1=NNC2=C1C(=O)NC=N2. Synergy scores: CSS=3.61, Synergy_ZIP=-4.07, Synergy_Bliss=-5.92, Synergy_Loewe=-23.4, Synergy_HSA=-9.21. (4) Drug 1: C1=NC2=C(N=C(N=C2N1C3C(C(C(O3)CO)O)O)F)N. Drug 2: C(CC(=O)O)C(=O)CN.Cl. Cell line: OVCAR-8. Synergy scores: CSS=16.3, Synergy_ZIP=2.56, Synergy_Bliss=-0.619, Synergy_Loewe=-25.3, Synergy_HSA=-2.56. (5) Drug 1: CC1=C(C=C(C=C1)NC2=NC=CC(=N2)N(C)C3=CC4=NN(C(=C4C=C3)C)C)S(=O)(=O)N.Cl. Drug 2: CC(C)NC(=O)C1=CC=C(C=C1)CNNC.Cl. Cell line: SK-OV-3. Synergy scores: CSS=-3.57, Synergy_ZIP=1.56, Synergy_Bliss=-1.47, Synergy_Loewe=-4.00, Synergy_HSA=-3.89.